This data is from Reaction yield outcomes from USPTO patents with 853,638 reactions. The task is: Predict the reaction yield, written as a fraction of the theoretical maximum amount of product (1.0 means a 100% yield; for example, 0.34 means a 34% yield). The reactants are [CH2:1]([O:8][C:9]([NH:11][C@H:12]1[CH2:17][CH2:16][C@H:15]([OH:18])[CH2:14][CH2:13]1)=[O:10])[C:2]1[CH:7]=[CH:6][CH:5]=[CH:4][CH:3]=1. The catalyst is C(O)(=O)C.CC(C)=O.[O-2].[O-2].[O-2].[Cr+6]. The product is [CH2:1]([O:8][C:9]([NH:11][CH:12]1[CH2:17][CH2:16][C:15](=[O:18])[CH2:14][CH2:13]1)=[O:10])[C:2]1[CH:3]=[CH:4][CH:5]=[CH:6][CH:7]=1. The yield is 0.780.